From a dataset of Forward reaction prediction with 1.9M reactions from USPTO patents (1976-2016). Predict the product of the given reaction. (1) Given the reactants N1(CC2C=C(C=C(Cl)C=2)/C=C/C2C=CC(N3CCN(S(C4C=CC=C(OC(F)(F)F)C=4)(=O)=O)CC3)=CC=2)C=CN=C1.[C:42]([CH2:44][S:45](Cl)(=[O:47])=[O:46])#[N:43].FC(F)(F)OC1C=C(S(Cl)(=O)=O)C=CC=1.[N:64]1([CH2:69][C:70]2[CH:71]=[C:72]([CH:87]=[C:88]([F:90])[CH:89]=2)/[CH:73]=[CH:74]/[C:75]2[CH:80]=[CH:79][C:78]([N:81]3[CH2:86][CH2:85][NH:84][CH2:83][CH2:82]3)=[CH:77][CH:76]=2)[CH:68]=[CH:67][N:66]=[CH:65]1.Cl.N1(CC2C=C(C=C(Cl)C=2)/C=C/C2C=CC(N3CCNCC3)=CC=2)C=CN=C1, predict the reaction product. The product is: [N:64]1([CH2:69][C:70]2[CH:71]=[C:72]([CH:87]=[C:88]([F:90])[CH:89]=2)/[CH:73]=[CH:74]/[C:75]2[CH:80]=[CH:79][C:78]([N:81]3[CH2:82][CH2:83][N:84]([S:45]([CH2:44][C:42]#[N:43])(=[O:47])=[O:46])[CH2:85][CH2:86]3)=[CH:77][CH:76]=2)[CH:68]=[CH:67][N:66]=[CH:65]1. (2) Given the reactants CC1(C)COB([C:8]2[CH:9]=[C:10]([C@@H:14]([NH:18][C:19](=[O:25])[O:20][C:21]([CH3:24])([CH3:23])[CH3:22])[CH2:15][CH:16]=[CH2:17])[CH:11]=[CH:12][CH:13]=2)OC1.Br[C:28]1[C:33]([NH2:34])=[CH:32][C:31]([Cl:35])=[CH:30][N:29]=1.C([O-])([O-])=O.[Na+].[Na+], predict the reaction product. The product is: [NH2:34][C:33]1[C:28]([C:8]2[CH:9]=[C:10]([C@@H:14]([NH:18][C:19](=[O:25])[O:20][C:21]([CH3:22])([CH3:23])[CH3:24])[CH2:15][CH:16]=[CH2:17])[CH:11]=[CH:12][CH:13]=2)=[N:29][CH:30]=[C:31]([Cl:35])[CH:32]=1. (3) Given the reactants [CH2:1]([O:3][C:4](=[O:29])[C:5]1[CH:10]=[C:9]([Br:11])[C:8]([CH3:12])=[C:7]([Br:13])[C:6]=1[N:14]([C:22]([O:24][C:25]([CH3:28])([CH3:27])[CH3:26])=[O:23])[C:15]([O:17][C:18]([CH3:21])([CH3:20])[CH3:19])=[O:16])[CH3:2].[Br:30]CC1C=C(C=CC=1S(CC)(=O)=O)C#N, predict the reaction product. The product is: [CH2:1]([O:3][C:4](=[O:29])[C:5]1[CH:10]=[C:9]([Br:11])[C:8]([CH2:12][Br:30])=[C:7]([Br:13])[C:6]=1[N:14]([C:15]([O:17][C:18]([CH3:21])([CH3:20])[CH3:19])=[O:16])[C:22]([O:24][C:25]([CH3:28])([CH3:27])[CH3:26])=[O:23])[CH3:2].